From a dataset of Peptide-MHC class I binding affinity with 185,985 pairs from IEDB/IMGT. Regression. Given a peptide amino acid sequence and an MHC pseudo amino acid sequence, predict their binding affinity value. This is MHC class I binding data. (1) The peptide sequence is SSKVFLKAF. The MHC is HLA-A32:01 with pseudo-sequence HLA-A32:01. The binding affinity (normalized) is 0.181. (2) The peptide sequence is ATIEAVLAK. The MHC is HLA-A26:01 with pseudo-sequence HLA-A26:01. The binding affinity (normalized) is 0.0847. (3) The peptide sequence is YQSGLSIVM. The MHC is HLA-A01:01 with pseudo-sequence HLA-A01:01. The binding affinity (normalized) is 0. (4) The peptide sequence is SRIYQILQPIF. The MHC is Mamu-B08 with pseudo-sequence Mamu-B08. The binding affinity (normalized) is 0.736. (5) The peptide sequence is EIINNGISY. The MHC is HLA-A02:03 with pseudo-sequence HLA-A02:03. The binding affinity (normalized) is 0.0847. (6) The peptide sequence is GPQFPFTGV. The MHC is HLA-B53:01 with pseudo-sequence HLA-B53:01. The binding affinity (normalized) is 0.0641. (7) The MHC is Mamu-B17 with pseudo-sequence Mamu-B17. The peptide sequence is MWKNGPCYGQM. The binding affinity (normalized) is 0.0219. (8) The peptide sequence is SMGTSGLEL. The MHC is HLA-A24:02 with pseudo-sequence HLA-A24:02. The binding affinity (normalized) is 0. (9) The MHC is HLA-A02:01 with pseudo-sequence HLA-A02:01. The binding affinity (normalized) is 0. The peptide sequence is RILGPDCCI.